This data is from Forward reaction prediction with 1.9M reactions from USPTO patents (1976-2016). The task is: Predict the product of the given reaction. (1) The product is: [N:2]12[CH2:9][CH2:8][CH:5]([CH2:6][CH2:7]1)[C:4](=[O:10])[CH2:3]2. Given the reactants Cl.[N:2]12[CH2:9][CH2:8][CH:5]([CH2:6][CH2:7]1)[C:4](=[O:10])[CH2:3]2.C[O-].[Na+], predict the reaction product. (2) Given the reactants [CH:1]1([NH:4][C:5]([NH:7][C:8]2[CH:13]=[CH:12][C:11]([O:14][C:15]3[CH:20]=[CH:19][N:18]=[C:17]4[CH:21]=[C:22]([C:24]5[N:25]([CH3:35])[C:26]([CH2:29][NH:30][CH2:31][CH2:32][O:33][CH3:34])=[CH:27][N:28]=5)[S:23][C:16]=34)=[C:10]([F:36])[CH:9]=2)=[O:6])[CH2:3][CH2:2]1.[CH3:37][S:38](Cl)(=[O:40])=[O:39].CCN(C(C)C)C(C)C, predict the reaction product. The product is: [CH:1]1([NH:4][C:5](=[O:6])[NH:7][C:8]2[CH:13]=[CH:12][C:11]([O:14][C:15]3[CH:20]=[CH:19][N:18]=[C:17]4[CH:21]=[C:22]([C:24]5[N:25]([CH3:35])[C:26]([CH2:29][N:30]([CH2:31][CH2:32][O:33][CH3:34])[S:38]([CH3:37])(=[O:40])=[O:39])=[CH:27][N:28]=5)[S:23][C:16]=34)=[C:10]([F:36])[CH:9]=2)[CH2:3][CH2:2]1. (3) Given the reactants [C:1]([OH:10])(=O)[C:2]1[C:3](=[CH:5][CH:6]=[CH:7][CH:8]=1)[SH:4].S(=O)(=O)(O)O.[C:16]1([OH:22])[CH:21]=[CH:20][CH:19]=[CH:18][CH:17]=1, predict the reaction product. The product is: [OH:22][C:16]1[CH:21]=[CH:20][C:19]2[S:4][C:3]3[C:2](=[CH:8][CH:7]=[CH:6][CH:5]=3)[C:1](=[O:10])[C:18]=2[CH:17]=1. (4) Given the reactants C1C=CC(P(C2C(C3C(P(C4C=CC=CC=4)C4C=CC=CC=4)=CC=C4C=3C=CC=C4)=C3C(C=CC=C3)=CC=2)C2C=CC=CC=2)=CC=1.C(=O)([O-])[O-].[Cs+].[Cs+].Br[C:54]1[CH:55]=[C:56]([F:70])[CH:57]=[C:58]2[C:63]=1[O:62][C:61]([C:64]([O:66]CC)=[O:65])=[CH:60][C:59]2=[O:69].[CH3:71][N:72]1[CH2:77][CH2:76][NH:75][CH2:74][CH2:73]1.[OH-].[Na+].Cl, predict the reaction product. The product is: [F:70][C:56]1[CH:57]=[C:58]2[C:63](=[C:54]([N:75]3[CH2:76][CH2:77][N:72]([CH3:71])[CH2:73][CH2:74]3)[CH:55]=1)[O:62][C:61]([C:64]([OH:66])=[O:65])=[CH:60][C:59]2=[O:69].